From a dataset of Full USPTO retrosynthesis dataset with 1.9M reactions from patents (1976-2016). Predict the reactants needed to synthesize the given product. (1) Given the product [F:25][C:26]1[C:33]([N+:34]([O-:36])=[O:35])=[CH:32][CH:31]=[CH:30][C:27]=1[CH:28]([C:2]1[C:10]2[CH:9]=[N:8][CH:7]=[N:6][C:5]=2[NH:4][CH:3]=1)[OH:29], predict the reactants needed to synthesize it. The reactants are: I[C:2]1[C:10]2[CH:9]=[N:8][CH:7]=[N:6][C:5]=2[NH:4][CH:3]=1.C1(C)C=CC=CC=1[Mg]Cl.C([Mg]Cl)(C)C.[F:25][C:26]1[C:33]([N+:34]([O-:36])=[O:35])=[CH:32][CH:31]=[CH:30][C:27]=1[CH:28]=[O:29].Cl. (2) The reactants are: [C:1]([O:9]/[C:10](/[C:32]([O:34][CH3:35])=[O:33])=[CH:11]\[C:12]1[CH:17]=[CH:16][C:15]([NH:18][C:19]([O:21][C:22]([CH3:25])([CH3:24])[CH3:23])=[O:20])=[C:14]([CH3:26])[C:13]=1[CH2:27][O:28][C:29](=[O:31])[CH3:30])(=[O:8])[C:2]1[CH:7]=[CH:6][CH:5]=[CH:4][CH:3]=1.[H][H]. Given the product [C:1]([O:9][C@H:10]([CH2:11][C:12]1[CH:17]=[CH:16][C:15]([NH:18][C:19]([O:21][C:22]([CH3:25])([CH3:23])[CH3:24])=[O:20])=[C:14]([CH3:26])[C:13]=1[CH2:27][O:28][C:29](=[O:31])[CH3:30])[C:32]([O:34][CH3:35])=[O:33])(=[O:8])[C:2]1[CH:7]=[CH:6][CH:5]=[CH:4][CH:3]=1, predict the reactants needed to synthesize it. (3) Given the product [NH2:1][CH2:4][C:5]1([CH3:29])[CH2:9][C:8]2[CH:10]=[C:11]([C:15]3[CH:16]=[CH:17][C:18]([C:21]([N:23]4[CH2:24][CH2:25][O:26][CH2:27][CH2:28]4)=[O:22])=[CH:19][CH:20]=3)[CH:12]=[C:13]([Cl:14])[C:7]=2[O:6]1, predict the reactants needed to synthesize it. The reactants are: [N:1]([CH2:4][C:5]1([CH3:29])[CH2:9][C:8]2[CH:10]=[C:11]([C:15]3[CH:20]=[CH:19][C:18]([C:21]([N:23]4[CH2:28][CH2:27][O:26][CH2:25][CH2:24]4)=[O:22])=[CH:17][CH:16]=3)[CH:12]=[C:13]([Cl:14])[C:7]=2[O:6]1)=[N+]=[N-]. (4) The reactants are: [Br:1][C:2]1[CH:3]=[C:4]([CH:8]=[CH:9][C:10]=1[OH:11])[C:5](O)=[O:6].S(Cl)([Cl:14])=O. Given the product [Br:1][C:2]1[CH:3]=[C:4]([CH:8]=[CH:9][C:10]=1[OH:11])[C:5]([Cl:14])=[O:6], predict the reactants needed to synthesize it. (5) Given the product [CH3:13][O:14][C:15]([C@H:17]1[CH2:18][CH2:19][C@H:20]([CH2:23][N:24]2[C:25]3[CH:30]=[C:29]([O:31][CH:32]4[CH2:37][CH2:36][CH2:35][CH2:34][O:33]4)[CH:28]=[CH:27][C:26]=3[NH:38][C:6]2=[O:7])[CH2:21][CH2:22]1)=[O:16], predict the reactants needed to synthesize it. The reactants are: C1N=CN([C:6](N2C=NC=C2)=[O:7])C=1.[CH3:13][O:14][C:15]([C@H:17]1[CH2:22][CH2:21][C@H:20]([CH2:23][NH:24][C:25]2[CH:30]=[C:29]([O:31][CH:32]3[CH2:37][CH2:36][CH2:35][CH2:34][O:33]3)[CH:28]=[CH:27][C:26]=2[NH2:38])[CH2:19][CH2:18]1)=[O:16]. (6) Given the product [Si:20]([O:1][C:2]1[C:3]([O:9][CH3:10])=[C:4]([Br:8])[CH:5]=[CH:6][CH:7]=1)([C:16]([CH3:19])([CH3:18])[CH3:17])([C:27]1[CH:28]=[CH:29][CH:30]=[CH:31][CH:32]=1)[C:21]1[CH:26]=[CH:25][CH:24]=[CH:23][CH:22]=1, predict the reactants needed to synthesize it. The reactants are: [OH:1][C:2]1[C:3]([O:9][CH3:10])=[C:4]([Br:8])[CH:5]=[CH:6][CH:7]=1.N1C=CN=C1.[C:16]([Si:20](Cl)([C:27]1[CH:32]=[CH:31][CH:30]=[CH:29][CH:28]=1)[C:21]1[CH:26]=[CH:25][CH:24]=[CH:23][CH:22]=1)([CH3:19])([CH3:18])[CH3:17].O. (7) The reactants are: [Cl:1][C:2]1[CH:10]=[CH:9][C:8]2[N:7]([CH2:11][C:12]([OH:14])=[O:13])[C:6]3[CH2:15][CH2:16][N:17]([CH3:19])[CH2:18][C:5]=3[C:4]=2[CH:3]=1.CCN=C=NCCCN(C)C.[CH2:31](O)[CH2:32][CH2:33][CH3:34]. Given the product [Cl:1][C:2]1[CH:10]=[CH:9][C:8]2[N:7]([CH2:11][C:12]([O:14][CH2:31][CH2:32][CH2:33][CH3:34])=[O:13])[C:6]3[CH2:15][CH2:16][N:17]([CH3:19])[CH2:18][C:5]=3[C:4]=2[CH:3]=1, predict the reactants needed to synthesize it.